From a dataset of Forward reaction prediction with 1.9M reactions from USPTO patents (1976-2016). Predict the product of the given reaction. (1) Given the reactants [F:1][C:2]1[CH:28]=[CH:27][C:5]([CH2:6][N:7]2[CH2:16][CH2:15][C:14]3[C:9](=[C:10]([O:24]C)[C:11](=[O:23])[N:12]([CH3:22])[C:13]=3[N:17]([CH3:21])[C:18](=[O:20])[CH3:19])[C:8]2=[O:26])=[CH:4][CH:3]=1.Br.O, predict the reaction product. The product is: [F:1][C:2]1[CH:3]=[CH:4][C:5]([CH2:6][N:7]2[CH2:16][CH2:15][C:14]3[C:9](=[C:10]([OH:24])[C:11](=[O:23])[N:12]([CH3:22])[C:13]=3[N:17]([CH3:21])[C:18](=[O:20])[CH3:19])[C:8]2=[O:26])=[CH:27][CH:28]=1. (2) Given the reactants C(OC(=O)[NH:7][CH2:8][CH2:9][C:10]([NH:12][C:13]1[CH:18]=[CH:17][CH:16]=[C:15]([C:19]2[CH:24]=[C:23]([C:25]3[CH:30]=[CH:29][CH:28]=[CH:27][C:26]=3[OH:31])[N:22]=[C:21]([NH:32][C:33](=[O:40])[C:34]3[CH:39]=[CH:38][CH:37]=[CH:36][CH:35]=3)[C:20]=2[C:41]#[N:42])[CH:14]=1)=[O:11])(C)(C)C.[F:44][C:45]([F:50])([F:49])[C:46]([OH:48])=[O:47], predict the reaction product. The product is: [F:44][C:45]([F:50])([F:49])[C:46]([OH:48])=[O:47].[NH2:7][CH2:8][CH2:9][C:10]([NH:12][C:13]1[CH:14]=[C:15]([C:19]2[CH:24]=[C:23]([C:25]3[CH:30]=[CH:29][CH:28]=[CH:27][C:26]=3[OH:31])[N:22]=[C:21]([NH:32][C:33](=[O:40])[C:34]3[CH:35]=[CH:36][CH:37]=[CH:38][CH:39]=3)[C:20]=2[C:41]#[N:42])[CH:16]=[CH:17][CH:18]=1)=[O:11].